Dataset: Reaction yield outcomes from USPTO patents with 853,638 reactions. Task: Predict the reaction yield, written as a fraction of the theoretical maximum amount of product (1.0 means a 100% yield; for example, 0.34 means a 34% yield). (1) The reactants are C(O)C.O.NN.[CH3:7][N:8]1[C:14](=[O:15])[CH2:13][CH2:12][C:11]([CH3:17])([CH3:16])[C:10]2[CH:18]=[C:19]([N+:22]([O-])=O)[CH:20]=[CH:21][C:9]1=2. The catalyst is [Pd].O. The product is [NH2:22][C:19]1[CH:20]=[CH:21][C:9]2[N:8]([CH3:7])[C:14](=[O:15])[CH2:13][CH2:12][C:11]([CH3:17])([CH3:16])[C:10]=2[CH:18]=1. The yield is 0.990. (2) The reactants are [F:1][C:2]1[CH:7]=[CH:6][C:5]([O:8][CH2:9][CH2:10][O:11][CH3:12])=[CH:4][C:3]=1[F:13].C(NC(C)C)(C)C.[Li].CN(C)[CH:24]=[O:25].C(O)(=O)C. The catalyst is O1CCCC1.O. The product is [F:13][C:3]1[C:2]([F:1])=[CH:7][CH:6]=[C:5]([O:8][CH2:9][CH2:10][O:11][CH3:12])[C:4]=1[CH:24]=[O:25]. The yield is 0.806. (3) The reactants are Cl.C(O[C:5]([C:7]1[CH:8]=[C:9]2[C:13](=[CH:14][CH:15]=1)[NH:12][N:11]=[C:10]2[C:16]1[CH:21]=[CH:20][C:19]([F:22])=[CH:18][CH:17]=1)=[NH:6])C.C(N(CC)CC)C.[Cl:30][C:31]1[CH:40]=[CH:39][C:34]([C:35]([NH:37][NH2:38])=O)=[CH:33][CH:32]=1. The catalyst is C(O)C. The product is [Cl:30][C:31]1[CH:40]=[CH:39][C:34]([C:35]2[NH:6][C:5]([C:7]3[CH:8]=[C:9]4[C:13](=[CH:14][CH:15]=3)[NH:12][N:11]=[C:10]4[C:16]3[CH:21]=[CH:20][C:19]([F:22])=[CH:18][CH:17]=3)=[N:38][N:37]=2)=[CH:33][CH:32]=1. The yield is 0.190. (4) The reactants are [C:1]1([C:7]2[N:12]=[CH:11][C:10]([C:13]#[N:14])=[CH:9][N:8]=2)[CH:6]=[CH:5][CH:4]=[CH:3][CH:2]=1.[C:15]([NH:23][NH2:24])(=O)[C:16]1[CH:21]=[CH:20][CH:19]=[N:18][CH:17]=1. The catalyst is CC1C=CC=CC=1C.ClCCl.CO. The product is [C:1]1([C:7]2[N:12]=[CH:11][C:10]([C:13]3[N:14]=[C:15]([C:16]4[CH:17]=[N:18][CH:19]=[CH:20][CH:21]=4)[NH:23][N:24]=3)=[CH:9][N:8]=2)[CH:2]=[CH:3][CH:4]=[CH:5][CH:6]=1. The yield is 0.100. (5) The reactants are [F:1][C:2]([F:12])([C:5]1[CH:10]=[CH:9][CH:8]=[C:7]([CH3:11])[N:6]=1)[CH2:3][NH2:4].[CH2:13]([O:15][C:16](=[O:28])[CH2:17][C:18]1[C:23]([C:24]#[N:25])=[CH:22][CH:21]=[C:20](F)[C:19]=1[F:27])[CH3:14]. The catalyst is CS(C)=O. The product is [CH2:13]([O:15][C:16](=[O:28])[CH2:17][C:18]1[C:23]([C:24]#[N:25])=[CH:22][CH:21]=[C:20]([NH:4][CH2:3][C:2]([F:1])([F:12])[C:5]2[CH:10]=[CH:9][CH:8]=[C:7]([CH3:11])[N:6]=2)[C:19]=1[F:27])[CH3:14]. The yield is 0.425. (6) The reactants are [F:1][C:2]1[CH:3]=[C:4]([C:14]2[N:23]=[C:22]([NH:24][C:25]3[CH:26]=[C:27]4[C:31](=[CH:32][CH:33]=3)[N:30]([C:34]([O:36][C:37]([CH3:40])([CH3:39])[CH3:38])=[O:35])[N:29]=[CH:28]4)[C:21]3[C:16](=[CH:17][C:18]([O:42][CH3:43])=[C:19]([OH:41])[CH:20]=3)[N:15]=2)[CH:5]=[CH:6][C:7]=1[C:8]1[CH:13]=[CH:12][CH:11]=[CH:10][CH:9]=1.Br[CH2:45][CH2:46][Cl:47].C([O-])([O-])=O.[K+].[K+].O. The catalyst is CN(C=O)C. The product is [Cl:47][CH2:46][CH2:45][O:41][C:19]1[CH:20]=[C:21]2[C:16](=[CH:17][C:18]=1[O:42][CH3:43])[N:15]=[C:14]([C:4]1[CH:5]=[CH:6][C:7]([C:8]3[CH:9]=[CH:10][CH:11]=[CH:12][CH:13]=3)=[C:2]([F:1])[CH:3]=1)[N:23]=[C:22]2[NH:24][C:25]1[CH:26]=[C:27]2[C:31](=[CH:32][CH:33]=1)[N:30]([C:34]([O:36][C:37]([CH3:38])([CH3:39])[CH3:40])=[O:35])[N:29]=[CH:28]2. The yield is 0.550.